Dataset: Full USPTO retrosynthesis dataset with 1.9M reactions from patents (1976-2016). Task: Predict the reactants needed to synthesize the given product. (1) Given the product [CH3:3][C:2]([C@@H:4]1[O:29][C:7]2[CH:8]=[CH:9][C:10]([C:23]([CH:22]3[C:21]4[C:16](=[CH:17][C:18]([O:27][CH3:28])=[C:19]([O:25][CH3:26])[CH:20]=4)[O:15][CH2:14][CH2:13]3)=[O:24])=[C:11]([OH:12])[C:6]=2[CH2:5]1)=[CH2:1], predict the reactants needed to synthesize it. The reactants are: [CH3:1][C:2]([C@@H:4]1[O:29][C:7]2[CH:8]=[CH:9][C:10]3[C:23](=[O:24])[C@@H:22]4[C@@H:13]([CH2:14][O:15][C:16]5[C:21]4=[CH:20][C:19]([O:25][CH3:26])=[C:18]([O:27][CH3:28])[CH:17]=5)[O:12][C:11]=3[C:6]=2[CH2:5]1)=[CH2:3].[BH4-].[Na+].O. (2) Given the product [Br:1][C:2]1[N:3]=[C:4]2[C:10]([C:24]([C:18]3([CH3:17])[CH2:23][CH2:22][CH2:21][CH2:20][CH2:19]3)=[O:25])=[CH:9][NH:8][C:5]2=[N:6][CH:7]=1, predict the reactants needed to synthesize it. The reactants are: [Br:1][C:2]1[N:3]=[C:4]2[CH:10]=[CH:9][NH:8][C:5]2=[N:6][CH:7]=1.[Cl-].C([Al+]CC)C.[CH3:17][C:18]1([C:24](Cl)=[O:25])[CH2:23][CH2:22][CH2:21][CH2:20][CH2:19]1. (3) Given the product [CH3:1][O:2][C:3](=[O:14])[CH2:4][O:5][C:6]1[CH:11]=[CH:10][C:9]([CH2:12][OH:13])=[CH:8][CH:7]=1, predict the reactants needed to synthesize it. The reactants are: [CH3:1][O:2][C:3](=[O:14])[CH2:4][O:5][C:6]1[CH:11]=[CH:10][C:9]([CH:12]=[O:13])=[CH:8][CH:7]=1.[B-].[Na+].Cl. (4) Given the product [C:29]([C:27]1[CH:26]=[C:25]([NH:33][S:34]([CH3:37])(=[O:35])=[O:36])[C:24]([O:38][CH3:39])=[C:23]([NH:22][C:20](=[O:21])[C:19]2[CH:40]=[CH:41][C:42]([CH3:43])=[C:17]([N:14]3[CH:8]=[C:6]([C:3]4[CH:4]=[CH:5][O:1][CH:2]=4)[N:16]=[N:15]3)[CH:18]=2)[CH:28]=1)([CH3:31])([CH3:32])[CH3:30], predict the reactants needed to synthesize it. The reactants are: [O:1]1[CH:5]=[CH:4][C:3]([CH:6]=O)=[CH:2]1.[C:8]([O-])([O-])=O.[K+].[K+].[N:14]([C:17]1[CH:18]=[C:19]([CH:40]=[CH:41][C:42]=1[CH3:43])[C:20]([NH:22][C:23]1[CH:28]=[C:27]([C:29]([CH3:32])([CH3:31])[CH3:30])[CH:26]=[C:25]([NH:33][S:34]([CH3:37])(=[O:36])=[O:35])[C:24]=1[O:38][CH3:39])=[O:21])=[N+:15]=[N-:16].O=C1O[C@H]([C@H](CO)O)C([O-])=C1O.[Na+].